From a dataset of Full USPTO retrosynthesis dataset with 1.9M reactions from patents (1976-2016). Predict the reactants needed to synthesize the given product. Given the product [N:7]1[CH:2]=[CH:3][C:4]([C:8]2[CH:17]=[CH:16][CH:15]=[CH:14][C:9]=2[C:10]([O:12][CH3:13])=[O:11])=[N:5][CH:6]=1, predict the reactants needed to synthesize it. The reactants are: Cl[C:2]1[N:7]=[CH:6][N:5]=[C:4]([C:8]2[CH:17]=[CH:16][CH:15]=[CH:14][C:9]=2[C:10]([O:12][CH3:13])=[O:11])[CH:3]=1.C(N(CC)CC)C.